From a dataset of Reaction yield outcomes from USPTO patents with 853,638 reactions. Predict the reaction yield, written as a fraction of the theoretical maximum amount of product (1.0 means a 100% yield; for example, 0.34 means a 34% yield). (1) The reactants are [H-].[H-].[H-].[H-].[Li+].[Al+3].[C:7]([NH:15][C:16]1([CH2:20][C:21]([NH2:23])=O)[CH2:19][CH2:18][CH2:17]1)(=O)[C:8]1[CH:13]=[CH:12][CH:11]=[CH:10][CH:9]=1.O. The catalyst is C1COCC1. The product is [CH2:7]([NH:15][C:16]1([CH2:20][CH2:21][NH2:23])[CH2:19][CH2:18][CH2:17]1)[C:8]1[CH:13]=[CH:12][CH:11]=[CH:10][CH:9]=1. The yield is 0.990. (2) No catalyst specified. The yield is 0.820. The reactants are [NH2:1][C:2](=[N:19][OH:20])[CH:3]1[CH2:6][C:5]2([CH2:11][CH2:10][N:9]([C:12]([O:14][C:15]([CH3:18])([CH3:17])[CH3:16])=[O:13])[CH2:8][CH2:7]2)[CH2:4]1.[F:21][C:22]([F:34])([F:33])[O:23][C:24]1[CH:32]=[CH:31][C:27]([C:28](Cl)=O)=[CH:26][CH:25]=1.FC(F)(F)C1C=CC(C2ON=C(C3CC4(CCN(C(OC(C)(C)C)=O)CC4)C3)N=2)=CC=1. The product is [F:21][C:22]([F:33])([F:34])[O:23][C:24]1[CH:25]=[CH:26][C:27]([C:28]2[O:20][N:19]=[C:2]([CH:3]3[CH2:4][C:5]4([CH2:11][CH2:10][N:9]([C:12]([O:14][C:15]([CH3:17])([CH3:16])[CH3:18])=[O:13])[CH2:8][CH2:7]4)[CH2:6]3)[N:1]=2)=[CH:31][CH:32]=1. (3) The reactants are [O:1]1[CH:5]=[CH:4][CH:3]=[C:2]1[C:6]1[N:10]([CH3:11])[C:9](=O)[CH2:8][N:7]=1.COC1C=CC(P2(SP(C3C=CC(OC)=CC=3)(=S)S2)=[S:22])=CC=1.CCN(C(C)C)C(C)C.Cl[CH2:45][C:46]1[N:50]=[C:49]([C:51]2[CH:56]=[CH:55][CH:54]=[C:53]([Cl:57])[CH:52]=2)[O:48][N:47]=1. The catalyst is O1CCOCC1.C(OCC)(=O)C. The product is [Cl:57][C:53]1[CH:52]=[C:51]([C:49]2[O:48][N:47]=[C:46]([CH2:45][S:22][C:9]3[N:10]([CH3:11])[C:6]([C:2]4[O:1][CH:5]=[CH:4][CH:3]=4)=[N:7][CH:8]=3)[N:50]=2)[CH:56]=[CH:55][CH:54]=1. The yield is 0.110. (4) The reactants are [F:1][CH:2]([F:33])[O:3][C:4]1[CH:5]=[C:6]2[C:10](=[CH:11][CH:12]=1)[N:9]([CH3:13])[N:8]=[C:7]2[C:14]1[N:15]=[C:16]2[C:22]([CH:23]=[O:24])=[CH:21][N:20]([CH2:25][O:26][CH2:27][CH2:28][Si:29]([CH3:32])([CH3:31])[CH3:30])[C:17]2=[N:18][CH:19]=1.S(=O)(=O)([OH:36])N.Cl([O-])=O.[Na+].OP([O-])(O)=O.[K+]. The catalyst is O1CCOCC1.O. The product is [F:33][CH:2]([F:1])[O:3][C:4]1[CH:5]=[C:6]2[C:10](=[CH:11][CH:12]=1)[N:9]([CH3:13])[N:8]=[C:7]2[C:14]1[N:15]=[C:16]2[C:22]([C:23]([OH:36])=[O:24])=[CH:21][N:20]([CH2:25][O:26][CH2:27][CH2:28][Si:29]([CH3:30])([CH3:32])[CH3:31])[C:17]2=[N:18][CH:19]=1. The yield is 0.570.